This data is from Forward reaction prediction with 1.9M reactions from USPTO patents (1976-2016). The task is: Predict the product of the given reaction. The product is: [ClH:45].[ClH:45].[C:1]([C@H:4]1[CH2:5][NH:6][CH2:7][C@@H:8]([N:10]([CH2:11][CH:12]([CH3:14])[CH3:13])[C:15]([C:17]2[N:21]([CH2:22][CH2:23][CH2:24][CH2:25][O:26][CH3:27])[C:20]3[CH:28]=[CH:29][CH:30]=[CH:31][C:19]=3[N:18]=2)=[O:16])[CH2:9]1)(=[O:3])[NH2:2]. Given the reactants [C:1]([C@@H:4]1[CH2:9][C@H:8]([N:10]([C:15]([C:17]2[N:21]([CH2:22][CH2:23][CH2:24][CH2:25][O:26][CH3:27])[C:20]3[CH:28]=[CH:29][CH:30]=[CH:31][C:19]=3[N:18]=2)=[O:16])[CH2:11][CH:12]([CH3:14])[CH3:13])[CH2:7][N:6](C(OC(C)(C)C)=O)[CH2:5]1)(=[O:3])[NH2:2].C(OCC)(=O)C.[ClH:45], predict the reaction product.